Predict which catalyst facilitates the given reaction. From a dataset of Catalyst prediction with 721,799 reactions and 888 catalyst types from USPTO. (1) Reactant: F[C:2]1[CH:7]=[CH:6][C:5]([N+:8]([O-:10])=[O:9])=[CH:4][CH:3]=1.[Br:11][C:12]1[CH:19]=[CH:18][C:17]([OH:20])=[CH:16][C:13]=1[CH:14]=[O:15].C([O-])([O-])=O.[K+].[K+].CCOC(C)=O. Product: [Br:11][C:12]1[CH:19]=[CH:18][C:17]([O:20][C:2]2[CH:7]=[CH:6][C:5]([N+:8]([O-:10])=[O:9])=[CH:4][CH:3]=2)=[CH:16][C:13]=1[CH:14]=[O:15]. The catalyst class is: 18. (2) The catalyst class is: 3. Reactant: [Br:1][C:2]1[CH:3]=[CH:4][C:5](=[O:8])[NH:6][CH:7]=1.[H-].[Na+].[C:11]([NH:18][CH2:19][CH2:20]Br)([O:13][C:14]([CH3:17])([CH3:16])[CH3:15])=[O:12]. Product: [Br:1][C:2]1[CH:3]=[CH:4][C:5](=[O:8])[N:6]([CH2:20][CH2:19][NH:18][C:11](=[O:12])[O:13][C:14]([CH3:17])([CH3:16])[CH3:15])[CH:7]=1. (3) Product: [Br:1][C:2]1[CH:3]=[C:4]([C:8]([O:13][CH2:15][CH3:16])=[O:20])[N:5]([CH3:7])[CH:6]=1. Reactant: [Br:1][C:2]1[CH:3]=[C:4]([C:8](=[O:13])C(Cl)(Cl)Cl)[N:5]([CH3:7])[CH:6]=1.[O-][CH2:15][CH3:16].[Na+].C([OH:20])C. The catalyst class is: 8.